This data is from Forward reaction prediction with 1.9M reactions from USPTO patents (1976-2016). The task is: Predict the product of the given reaction. (1) Given the reactants Cl[C:2]1[C:11]2[C:6](=[CH:7][C:8]([Cl:12])=[CH:9][CH:10]=2)[N:5]=[CH:4][CH:3]=1.[NH2:13][CH2:14][CH2:15][O:16][CH2:17][CH2:18][OH:19], predict the reaction product. The product is: [Cl:12][C:8]1[CH:7]=[C:6]2[C:11]([C:2]([NH:13][CH2:14][CH2:15][O:16][CH2:17][CH2:18][OH:19])=[CH:3][CH:4]=[N:5]2)=[CH:10][CH:9]=1. (2) Given the reactants [NH2:1][CH2:2][C@H:3]1[C@@H:8]([CH3:9])[CH2:7][CH2:6][CH2:5][N:4]1[C:10]([C:12]1[N:13]=[C:14]([CH3:24])[S:15][C:16]=1[C:17]1[CH:22]=[CH:21][C:20]([F:23])=[CH:19][CH:18]=1)=[O:11].[Br:25][C:26]1[CH:27]=[N:28][C:29](Cl)=[N:30][CH:31]=1.CCN(C(C)C)C(C)C, predict the reaction product. The product is: [Br:25][C:26]1[CH:27]=[N:28][C:29]([NH:1][CH2:2][C@H:3]2[C@@H:8]([CH3:9])[CH2:7][CH2:6][CH2:5][N:4]2[C:10]([C:12]2[N:13]=[C:14]([CH3:24])[S:15][C:16]=2[C:17]2[CH:18]=[CH:19][C:20]([F:23])=[CH:21][CH:22]=2)=[O:11])=[N:30][CH:31]=1. (3) Given the reactants [CH3:1][O:2][CH:3]([O:7][CH3:8])[C:4](O)=[O:5].[Cl:9][C:10]1[CH:11]=[C:12]([CH:15]=[CH:16][CH:17]=1)[CH2:13][NH2:14].CN(C(ON1N=NC2C=CC=NC1=2)=[N+](C)C)C.F[P-](F)(F)(F)(F)F.CCN(CC)CC, predict the reaction product. The product is: [Cl:9][C:10]1[CH:11]=[C:12]([CH:15]=[CH:16][CH:17]=1)[CH2:13][NH:14][C:4](=[O:5])[CH:3]([O:7][CH3:8])[O:2][CH3:1]. (4) Given the reactants [NH2:1][C:2]1[CH:7]=[CH:6][C:5]([N:8]2[CH2:13][CH2:12][CH2:11][N:10]([CH2:14][CH2:15][O:16][Si:17]([C:30]([CH3:33])([CH3:32])[CH3:31])([C:24]3[CH:29]=[CH:28][CH:27]=[CH:26][CH:25]=3)[C:18]3[CH:23]=[CH:22][CH:21]=[CH:20][CH:19]=3)[C:9]2=[O:34])=[CH:4][C:3]=1[F:35].[Cl:36][C:37]1[S:41][C:40]([C:42]([NH:44][CH2:45][C@H:46]2[CH2:48][O:47]2)=[O:43])=[CH:39][CH:38]=1, predict the reaction product. The product is: [Si:17]([O:16][CH2:15][CH2:14][N:10]1[CH2:11][CH2:12][CH2:13][N:8]([C:5]2[CH:6]=[CH:7][C:2]([NH:1][CH2:48][C@@H:46]([OH:47])[CH2:45][NH:44][C:42]([C:40]3[S:41][C:37]([Cl:36])=[CH:38][CH:39]=3)=[O:43])=[C:3]([F:35])[CH:4]=2)[C:9]1=[O:34])([C:30]([CH3:32])([CH3:31])[CH3:33])([C:24]1[CH:25]=[CH:26][CH:27]=[CH:28][CH:29]=1)[C:18]1[CH:23]=[CH:22][CH:21]=[CH:20][CH:19]=1. (5) Given the reactants [CH3:1][O:2][C:3]1[CH:8]=[CH:7][CH:6]=[C:5]([O:9][CH3:10])[C:4]=1[CH3:11].[Br:12]Br, predict the reaction product. The product is: [Br:12][C:8]1[CH:7]=[CH:6][C:5]([O:9][CH3:10])=[C:4]([CH3:11])[C:3]=1[O:2][CH3:1]. (6) Given the reactants [CH3:1][C:2]([NH:6][CH2:7][C:8]([C:10]1[CH:30]=[CH:29][C:13]2[O:14]C(C3C=CC=CC=3)(C3C=CC=CC=3)[O:16][C:12]=2[C:11]=1[O:31][CH3:32])=[O:9])([CH3:5])[CH2:3][CH3:4], predict the reaction product. The product is: [OH:16][C:12]1[C:11]([O:31][CH3:32])=[C:10]([C:8](=[O:9])[CH2:7][NH:6][C:2]([CH3:1])([CH3:5])[CH2:3][CH3:4])[CH:30]=[CH:29][C:13]=1[OH:14].